Dataset: Full USPTO retrosynthesis dataset with 1.9M reactions from patents (1976-2016). Task: Predict the reactants needed to synthesize the given product. The reactants are: [Cl:1][C:2]1[N:7]2[N:8]=[C:9]([C:26]3[CH:31]=[CH:30][C:29]([F:32])=[CH:28][CH:27]=3)[C:10]([C:11]3[N:16]=[C:15]([NH:17][CH:18]4[CH2:22][CH2:21][CH2:20][CH2:19]4)[N:14]=[C:13]([C:23]([OH:25])=[O:24])[CH:12]=3)=[C:6]2[CH:5]=[CH:4][CH:3]=1.[CH3:33][Si](C=[N+]=[N-])(C)C. Given the product [Cl:1][C:2]1[N:7]2[N:8]=[C:9]([C:26]3[CH:31]=[CH:30][C:29]([F:32])=[CH:28][CH:27]=3)[C:10]([C:11]3[N:16]=[C:15]([NH:17][CH:18]4[CH2:22][CH2:21][CH2:20][CH2:19]4)[N:14]=[C:13]([C:23]([O:25][CH3:33])=[O:24])[CH:12]=3)=[C:6]2[CH:5]=[CH:4][CH:3]=1, predict the reactants needed to synthesize it.